From a dataset of Reaction yield outcomes from USPTO patents with 853,638 reactions. Predict the reaction yield, written as a fraction of the theoretical maximum amount of product (1.0 means a 100% yield; for example, 0.34 means a 34% yield). (1) The reactants are [CH2:1]([C:3]1[N:7]([C:8]2[N:16]=[C:15]3[C:11]([N:12]=[C:13]([C:18]([CH:21]4[CH2:26][CH2:25][NH:24][CH2:23][CH2:22]4)([OH:20])[CH3:19])[N:14]3[CH3:17])=[C:10]([N:27]3[CH2:32][CH2:31][O:30][CH2:29][CH2:28]3)[N:9]=2)[C:6]2[CH:33]=[CH:34][CH:35]=[CH:36][C:5]=2[N:4]=1)[CH3:2].CCN(CC)CC.[CH:44]1([C:47](Cl)=[O:48])[CH2:46][CH2:45]1. The catalyst is C(Cl)Cl. The product is [CH:44]1([C:47]([N:24]2[CH2:25][CH2:26][CH:21]([C:18]([C:13]3[N:14]([CH3:17])[C:15]4[C:11]([N:12]=3)=[C:10]([N:27]3[CH2:32][CH2:31][O:30][CH2:29][CH2:28]3)[N:9]=[C:8]([N:7]3[C:6]5[CH:33]=[CH:34][CH:35]=[CH:36][C:5]=5[N:4]=[C:3]3[CH2:1][CH3:2])[N:16]=4)([OH:20])[CH3:19])[CH2:22][CH2:23]2)=[O:48])[CH2:46][CH2:45]1. The yield is 0.440. (2) The reactants are [Cl:1][C:2]1[CH:15]=[CH:14][C:5]([O:6][C:7]2[CH:13]=[CH:12][C:10]([NH2:11])=[CH:9][CH:8]=2)=[CH:4][CH:3]=1.[CH:16](=O)[CH2:17][CH2:18][CH3:19]. No catalyst specified. The product is [CH2:16]([NH:11][C:10]1[CH:12]=[CH:13][C:7]([O:6][C:5]2[CH:14]=[CH:15][C:2]([Cl:1])=[CH:3][CH:4]=2)=[CH:8][CH:9]=1)[CH2:17][CH2:18][CH3:19]. The yield is 0.710. (3) The product is [CH2:13]([O:20][C:21]([N:23]1[CH2:28][CH2:27][C:26]2([CH2:29][O:33][CH2:32][CH:31]2[OH:34])[CH2:25][CH2:24]1)=[O:22])[C:14]1[CH:19]=[CH:18][CH:17]=[CH:16][CH:15]=1. The yield is 0.760. The reactants are N(C(OCC)=O)=NC(OCC)=O.[CH2:13]([O:20][C:21]([N:23]1[CH2:28][CH2:27][C:26]([CH:31]([OH:34])[CH2:32][OH:33])([CH2:29]O)[CH2:25][CH2:24]1)=[O:22])[C:14]1[CH:19]=[CH:18][CH:17]=[CH:16][CH:15]=1.C1(P(C2C=CC=CC=2)C2C=CC=CC=2)C=CC=CC=1. The catalyst is O1CCCC1. (4) The reactants are Br[C:2]1[C:10]2[C:5](=[CH:6][CH:7]=[C:8]([C:11]#[N:12])[CH:9]=2)[N:4]([CH:13]2[CH2:18][CH2:17][CH2:16][CH2:15][O:14]2)[N:3]=1.[CH3:19][O:20][C:21]1[CH:26]=[CH:25][C:24](B(O)O)=[CH:23][CH:22]=1.P([O-])([O-])([O-])=O.[K+].[K+].[K+].COCCOC. The catalyst is C(Cl)Cl.C1(P(C2C=CC=CC=2)[C-]2C=CC=C2)C=CC=CC=1.[C-]1(P(C2C=CC=CC=2)C2C=CC=CC=2)C=CC=C1.[Fe+2]. The product is [CH3:19][O:20][C:21]1[CH:26]=[CH:25][C:24]([C:2]2[C:10]3[C:5](=[CH:6][CH:7]=[C:8]([C:11]#[N:12])[CH:9]=3)[N:4]([CH:13]3[CH2:18][CH2:17][CH2:16][CH2:15][O:14]3)[N:3]=2)=[CH:23][CH:22]=1. The yield is 0.770.